This data is from Full USPTO retrosynthesis dataset with 1.9M reactions from patents (1976-2016). The task is: Predict the reactants needed to synthesize the given product. Given the product [C:14]([O:18][C:19]([N:21]1[CH2:26][CH2:25][CH:24]([O:27][C:2]2[CH:3]=[C:4]([C:5](=[O:6])[NH2:7])[CH:8]=[CH:9][C:10]=2[N+:11]([O-:13])=[O:12])[CH2:23][CH2:22]1)=[O:20])([CH3:17])([CH3:15])[CH3:16], predict the reactants needed to synthesize it. The reactants are: F[C:2]1[CH:3]=[C:4]([CH:8]=[CH:9][C:10]=1[N+:11]([O-:13])=[O:12])[C:5]([NH2:7])=[O:6].[C:14]([O:18][C:19]([N:21]1[CH2:26][CH2:25][CH:24]([OH:27])[CH2:23][CH2:22]1)=[O:20])([CH3:17])([CH3:16])[CH3:15].